This data is from Catalyst prediction with 721,799 reactions and 888 catalyst types from USPTO. The task is: Predict which catalyst facilitates the given reaction. (1) Reactant: C([O:5][CH2:6][CH2:7][N:8]1[CH2:13][CH2:12][N:11]([C:14]2[CH:19]=[CH:18][C:17]([NH:20][C:21]3[N:30]=[CH:29][C:28]4[C:23](=[C:24]([C:31]5[CH:36]=[CH:35][CH:34]=[C:33]([NH:37][C:38](=[O:41])[CH:39]=[CH2:40])[CH:32]=5)[CH:25]=[CH:26][CH:27]=4)[N:22]=3)=[CH:16][CH:15]=2)[CH2:10][CH2:9]1)(=O)C=C.[OH-].[Na+]. Product: [OH:5][CH2:6][CH2:7][N:8]1[CH2:13][CH2:12][N:11]([C:14]2[CH:19]=[CH:18][C:17]([NH:20][C:21]3[N:30]=[CH:29][C:28]4[C:23](=[C:24]([C:31]5[CH:32]=[C:33]([NH:37][C:38](=[O:41])[CH:39]=[CH2:40])[CH:34]=[CH:35][CH:36]=5)[CH:25]=[CH:26][CH:27]=4)[N:22]=3)=[CH:16][CH:15]=2)[CH2:10][CH2:9]1. The catalyst class is: 1. (2) Reactant: [OH2:1].[Br:2][C:3]1[CH:8]=[C:7]([N+:9]([O-:11])=[O:10])[CH:6]=[CH:5][C:4]=1[CH3:12].[Mn]([O-])(=O)(=O)=[O:14].[K+]. Product: [Br:2][C:3]1[CH:8]=[C:7]([N+:9]([O-:11])=[O:10])[CH:6]=[CH:5][C:4]=1[C:12]([OH:14])=[O:1]. The catalyst class is: 17. (3) Product: [O:30]=[C:15]1[CH:16]=[C:17]([NH:20][C:21](=[O:29])[CH2:22][C:23]2[CH:24]=[CH:25][CH:26]=[CH:27][CH:28]=2)[CH:18]=[CH:19][N:14]1[CH2:10][CH2:11][C:12]#[C:13][C:32]1[N:37]=[N:36][C:35]([NH:38][C:39](=[O:52])[CH2:40][C:41]2[CH:46]=[CH:45][CH:44]=[C:43]([O:47][C:48]([F:51])([F:49])[F:50])[CH:42]=2)=[CH:34][CH:33]=1. The catalyst class is: 538. Reactant: CCN(C(C)C)C(C)C.[CH2:10]([N:14]1[CH:19]=[CH:18][C:17]([NH:20][C:21](=[O:29])[CH2:22][C:23]2[CH:28]=[CH:27][CH:26]=[CH:25][CH:24]=2)=[CH:16][C:15]1=[O:30])[CH2:11][C:12]#[CH:13].Cl[C:32]1[N:37]=[N:36][C:35]([NH:38][C:39](=[O:52])[CH2:40][C:41]2[CH:46]=[CH:45][CH:44]=[C:43]([O:47][C:48]([F:51])([F:50])[F:49])[CH:42]=2)=[CH:34][CH:33]=1. (4) Reactant: [CH:1]([O:4][C:5]1[C:10]([NH2:11])=[CH:9][CH:8]=[CH:7][N:6]=1)([CH3:3])[CH3:2].[CH3:12][O:13][C:14]([C:16]1[S:25][C:19]2[N:20]=[CH:21][N:22]=[C:23](Cl)[C:18]=2[C:17]=1[CH3:26])=[O:15].CC1(C)C2C(=C(P(C3C=CC=CC=3)C3C=CC=CC=3)C=CC=2)OC2C(P(C3C=CC=CC=3)C3C=CC=CC=3)=CC=CC1=2.C(=O)([O-])[O-].[Cs+].[Cs+]. Product: [CH:1]([O:4][C:5]1[C:10]([NH:11][C:23]2[C:18]3[C:17]([CH3:26])=[C:16]([C:14]([O:13][CH3:12])=[O:15])[S:25][C:19]=3[N:20]=[CH:21][N:22]=2)=[CH:9][CH:8]=[CH:7][N:6]=1)([CH3:3])[CH3:2]. The catalyst class is: 12.